This data is from Reaction yield outcomes from USPTO patents with 853,638 reactions. The task is: Predict the reaction yield, written as a fraction of the theoretical maximum amount of product (1.0 means a 100% yield; for example, 0.34 means a 34% yield). The reactants are [NH2:1][C:2]1[C:11]2[C:6](=[C:7](Br)[CH:8]=[CH:9][CH:10]=2)[N:5]=[N:4][C:3]=1[C:13]([NH:15][CH2:16][CH2:17][CH3:18])=[O:14].[F:19][C:20]1[CH:25]=[CH:24][C:23](B(O)O)=[C:22]([O:29][CH3:30])[CH:21]=1. No catalyst specified. The product is [NH2:1][C:2]1[C:11]2[C:6](=[C:7]([C:23]3[CH:24]=[CH:25][C:20]([F:19])=[CH:21][C:22]=3[O:29][CH3:30])[CH:8]=[CH:9][CH:10]=2)[N:5]=[N:4][C:3]=1[C:13]([NH:15][CH2:16][CH2:17][CH3:18])=[O:14]. The yield is 0.830.